From a dataset of Catalyst prediction with 721,799 reactions and 888 catalyst types from USPTO. Predict which catalyst facilitates the given reaction. (1) Reactant: [N-:1]=[N+:2]=[N-:3].[Na+].Cl[CH2:6][CH2:7][CH2:8][N:9]1[C:13]([CH3:14])=[CH:12][C:11]2[CH:15]=[C:16]([C:18]([C:20]3[CH:25]=[CH:24][C:23]([O:26][CH3:27])=[CH:22][CH:21]=3)=[O:19])[S:17][C:10]1=2.O. Product: [N:1]([CH2:6][CH2:7][CH2:8][N:9]1[C:13]([CH3:14])=[CH:12][C:11]2[CH:15]=[C:16]([C:18]([C:20]3[CH:21]=[CH:22][C:23]([O:26][CH3:27])=[CH:24][CH:25]=3)=[O:19])[S:17][C:10]1=2)=[N+:2]=[N-:3]. The catalyst class is: 16. (2) Reactant: [N+:1]([C:4]1[CH:5]=[C:6]([S:18]([NH2:21])(=[O:20])=[O:19])[CH:7]=[N:8][C:9]=1[NH:10][CH2:11][CH:12]1[CH2:17][CH2:16][O:15][CH2:14][CH2:13]1)([O-])=O.[H][H]. Product: [NH2:1][C:4]1[CH:5]=[C:6]([S:18]([NH2:21])(=[O:20])=[O:19])[CH:7]=[N:8][C:9]=1[NH:10][CH2:11][CH:12]1[CH2:17][CH2:16][O:15][CH2:14][CH2:13]1. The catalyst class is: 63. (3) Reactant: [N:1]1([CH2:6][CH2:7][C:8]2[CH:9]=[C:10]([C:13](OCC)=[O:14])[NH:11][CH:12]=2)[CH2:5][CH2:4][CH2:3][CH2:2]1.[H-].[Al+3].[Li+].[H-].[H-].[H-].[OH-].[Na+].O. Product: [N:1]1([CH2:6][CH2:7][C:8]2[CH:9]=[C:10]([CH2:13][OH:14])[NH:11][CH:12]=2)[CH2:5][CH2:4][CH2:3][CH2:2]1. The catalyst class is: 1. (4) Reactant: [NH2:1][C:2]1[CH:7]=[CH:6][CH:5]=[CH:4][CH:3]=1.[Na+].[I-].FC(F)(F)[CH2:12][OH:13].[C]=O.O=O. Product: [C:2]1([N:1]=[C:12]=[O:13])[CH:7]=[CH:6][CH:5]=[CH:4][CH:3]=1. The catalyst class is: 262. (5) Reactant: [CH2:1]([O:5][C:6]1[CH:11]=[CH:10][C:9]([S:12]([N:15]([CH3:25])[CH:16]([CH2:21][CH2:22][CH2:23]I)[C:17]([O:19][CH3:20])=[O:18])(=[O:14])=[O:13])=[CH:8][CH:7]=1)[C:2]#[C:3][CH3:4].[Cl:26][C:27]1[CH:32]=[CH:31][C:30]([SH:33])=[CH:29][CH:28]=1.C(N(C(C)C)CC)(C)C. Product: [CH2:1]([O:5][C:6]1[CH:11]=[CH:10][C:9]([S:12]([N:15]([CH3:25])[CH:16]([CH2:21][CH2:22][CH2:23][S:33][C:30]2[CH:31]=[CH:32][C:27]([Cl:26])=[CH:28][CH:29]=2)[C:17]([O:19][CH3:20])=[O:18])(=[O:14])=[O:13])=[CH:8][CH:7]=1)[C:2]#[C:3][CH3:4]. The catalyst class is: 32. (6) Reactant: [Br:1][C:2]1[CH:3]=[CH:4][C:5]([CH2:8]O)=[N:6][CH:7]=1.S(Cl)([Cl:12])=O. Product: [ClH:12].[Br:1][C:2]1[CH:3]=[CH:4][C:5]([CH2:8][Cl:12])=[N:6][CH:7]=1. The catalyst class is: 27. (7) Reactant: [CH3:1][O:2][C:3]1[CH:10]=[CH:9][C:6]([CH2:7]Br)=[CH:5][CH:4]=1.[OH:11][C:12]1[C:20]2[N:19]=[N:18][NH:17][C:16]=2[CH:15]=[CH:14][CH:13]=1.C(=O)([O-])[O-].[Cs+].[Cs+].[Cl-].[NH4+]. Product: [CH3:1][O:2][C:3]1[CH:10]=[CH:9][C:6]([CH2:7][N:17]2[C:16]3[CH:15]=[CH:14][CH:13]=[C:12]([OH:11])[C:20]=3[N:19]=[N:18]2)=[CH:5][CH:4]=1. The catalyst class is: 3. (8) Reactant: [Cl:1][C:2]1[CH:7]=[CH:6][C:5]([C:8]2[C:14]3[CH:15]=[CH:16][CH:17]=[CH:18][C:13]=3[N:12]3[C:19]([CH3:22])=[N:20][N:21]=[C:11]3[CH:10]([CH2:23][C:24](O)=[O:25])[CH:9]=2)=[CH:4][CH:3]=1.CN(C(ON1N=NC2C=CC=NC1=2)=[N+](C)C)C.F[P-](F)(F)(F)(F)F.[C:51]([NH:54][NH2:55])(=[O:53])[CH3:52].C(=O)(O)[O-].[Na+]. Product: [C:51]([NH:54][NH:55][C:24](=[O:25])[CH2:23][C@@H:10]1[CH:9]=[C:8]([C:5]2[CH:6]=[CH:7][C:2]([Cl:1])=[CH:3][CH:4]=2)[C:14]2[CH:15]=[CH:16][CH:17]=[CH:18][C:13]=2[N:12]2[C:19]([CH3:22])=[N:20][N:21]=[C:11]12)(=[O:53])[CH3:52]. The catalyst class is: 338.